From a dataset of Full USPTO retrosynthesis dataset with 1.9M reactions from patents (1976-2016). Predict the reactants needed to synthesize the given product. (1) Given the product [Cl:1][C:2]1[CH:3]=[C:4]([C:8]2[O:12][C:11]([CH3:13])=[C:10]([CH:14]([NH:19][C:20]3[CH:21]=[CH:22][C:23]([C:52]([N:30]([CH3:29])[CH2:31][CH2:32][C:33]([OH:35])=[O:34])=[O:51])=[CH:27][CH:28]=3)[CH2:15][CH:16]([CH3:18])[CH3:17])[CH:9]=2)[CH:5]=[CH:6][CH:7]=1, predict the reactants needed to synthesize it. The reactants are: [Cl:1][C:2]1[CH:3]=[C:4]([C:8]2[O:12][C:11]([CH3:13])=[C:10]([CH:14]([NH:19][C:20]3[CH:28]=[CH:27][C:23](C(O)=O)=[CH:22][CH:21]=3)[CH2:15][CH:16]([CH3:18])[CH3:17])[CH:9]=2)[CH:5]=[CH:6][CH:7]=1.[CH3:29][NH:30][CH2:31][CH2:32][C:33]([O:35]CC)=[O:34].Cl.C(N=C=NCCCN(C)C)C.O.[OH:51][C:52]1C2N=NNC=2C=CC=1. (2) Given the product [NH2:27][C:21]1[CH:20]=[C:19]([CH:24]=[CH:23][C:22]=1[NH:25][CH3:26])[O:18][C:16]1[CH:15]=[CH:14][N:13]=[C:12]([NH:11][C:9](=[O:10])[CH2:8][N:4]2[CH2:5][CH2:6][CH2:7][CH:3]2[CH2:2][OH:1])[CH:17]=1, predict the reactants needed to synthesize it. The reactants are: [OH:1][CH2:2][CH:3]1[CH2:7][CH2:6][CH2:5][N:4]1[CH2:8][C:9]([NH:11][C:12]1[CH:17]=[C:16]([O:18][C:19]2[CH:24]=[CH:23][C:22]([NH:25][CH3:26])=[C:21]([N+:27]([O-])=O)[CH:20]=2)[CH:15]=[CH:14][N:13]=1)=[O:10]. (3) Given the product [Cl:8][C:9]1[CH:10]=[C:11]([NH:16][C:17]2[C:26]3[C:21](=[CH:22][C:23]([O:6][CH2:5][CH:4]([F:7])[F:3])=[C:24]([N+:27]([O-:29])=[O:28])[CH:25]=3)[N:20]=[CH:19][N:18]=2)[CH:12]=[CH:13][C:14]=1[F:15], predict the reactants needed to synthesize it. The reactants are: [H-].[Na+].[F:3][CH:4]([F:7])[CH2:5][OH:6].[Cl:8][C:9]1[CH:10]=[C:11]([NH:16][C:17]2[C:26]3[C:21](=[CH:22][C:23](F)=[C:24]([N+:27]([O-:29])=[O:28])[CH:25]=3)[N:20]=[CH:19][N:18]=2)[CH:12]=[CH:13][C:14]=1[F:15].O. (4) Given the product [Br:11][C:5]1[CH:6]=[C:7]([N+:8]([O-:10])=[O:9])[C:2]([C:16]2[CH:17]=[C:18]([F:19])[C:13]([F:12])=[CH:14][C:15]=2[S:29]([CH3:32])(=[O:30])=[O:31])=[N:3][CH:4]=1, predict the reactants needed to synthesize it. The reactants are: Br[C:2]1[C:7]([N+:8]([O-:10])=[O:9])=[CH:6][C:5]([Br:11])=[CH:4][N:3]=1.[F:12][C:13]1[C:18]([F:19])=[CH:17][C:16](B2OC(C)(C)C(C)(C)O2)=[C:15]([S:29]([CH3:32])(=[O:31])=[O:30])[CH:14]=1.P([O-])([O-])([O-])=O.[K+].[K+].[K+]. (5) Given the product [CH3:7][O:8][CH2:9][CH2:10][O:11][CH2:12][O:13][C:14]1[CH:21]=[CH:20][C:17](/[CH:18]=[CH:23]/[C:24]([O:4][CH2:2][CH3:5])=[O:25])=[CH:16][CH:15]=1, predict the reactants needed to synthesize it. The reactants are: C[C:2]([CH3:5])([O-:4])C.[K+].[CH3:7][O:8][CH2:9][CH2:10][O:11][CH2:12][O:13][C:14]1[CH:21]=[CH:20][C:17]([CH:18]=O)=[CH:16][CH:15]=1.C1C[O:25][CH2:24][CH2:23]1. (6) Given the product [CH2:7]([NH:9][C:10]([C:12]1[C:17]([CH3:18])=[CH:16][C:15]([C:19]2[CH:20]=[CH:21][C:22]([O:25][CH:35]3[CH2:34][N:33]([CH2:32][C:31]4[CH:42]=[CH:43][C:28]([C:27]([F:44])([F:45])[F:26])=[CH:29][CH:30]=4)[CH2:36]3)=[CH:23][CH:24]=2)=[CH:14][N:13]=1)=[O:11])[CH3:8], predict the reactants needed to synthesize it. The reactants are: CC(C)([O-])C.[K+].[CH2:7]([NH:9][C:10]([C:12]1[C:17]([CH3:18])=[CH:16][C:15]([C:19]2[CH:24]=[CH:23][C:22]([OH:25])=[CH:21][CH:20]=2)=[CH:14][N:13]=1)=[O:11])[CH3:8].[F:26][C:27]([F:45])([F:44])[C:28]1[CH:43]=[CH:42][C:31]([CH2:32][N:33]2[CH2:36][CH:35](OS(C)(=O)=O)[CH2:34]2)=[CH:30][CH:29]=1.